From a dataset of Peptide-MHC class I binding affinity with 185,985 pairs from IEDB/IMGT. Regression. Given a peptide amino acid sequence and an MHC pseudo amino acid sequence, predict their binding affinity value. This is MHC class I binding data. (1) The peptide sequence is KVMVICYAY. The MHC is HLA-A02:01 with pseudo-sequence HLA-A02:01. The binding affinity (normalized) is 0.0847. (2) The MHC is HLA-A29:02 with pseudo-sequence HLA-A29:02. The binding affinity (normalized) is 0.116. The peptide sequence is TYASALWEI. (3) The peptide sequence is QELYSPLFL. The MHC is HLA-B40:02 with pseudo-sequence HLA-B40:02. The binding affinity (normalized) is 0.534. (4) The peptide sequence is YLQYSISTA. The MHC is HLA-A25:01 with pseudo-sequence HLA-A25:01. The binding affinity (normalized) is 0.0847.